From a dataset of Reaction yield outcomes from USPTO patents with 853,638 reactions. Predict the reaction yield, written as a fraction of the theoretical maximum amount of product (1.0 means a 100% yield; for example, 0.34 means a 34% yield). (1) The reactants are [Cl:1][C:2]1[CH:3]=[C:4]2[C:9](=[CH:10][CH:11]=1)[N:8]=[C:7]([NH:12][C:13](=[O:17])OCC)[C:6]([O:18][CH3:19])=[N:5]2.[C:20]1([N:26]2[CH2:31][CH2:30][NH:29][CH2:28][CH2:27]2)[CH:25]=[CH:24][CH:23]=[CH:22][CH:21]=1.C1CCN2C(=NCCC2)CC1. The catalyst is O1CCCC1. The product is [Cl:1][C:2]1[CH:3]=[C:4]2[C:9](=[CH:10][CH:11]=1)[N:8]=[C:7]([NH:12][C:13]([N:29]1[CH2:30][CH2:31][N:26]([C:20]3[CH:25]=[CH:24][CH:23]=[CH:22][CH:21]=3)[CH2:27][CH2:28]1)=[O:17])[C:6]([O:18][CH3:19])=[N:5]2. The yield is 0.940. (2) The product is [CH3:1][O:2][C:3]([C:5]1[CH:6]=[C:7]([Cl:26])[CH:8]=[C:9]2[C:14]=1[NH:13][CH:12]([C:15]1[CH:20]=[CH:19][CH:18]=[C:17]([NH2:21])[CH:16]=1)[C:11]([CH3:24])([CH3:25])[CH2:10]2)=[O:4]. The catalyst is C(O)C.Cl.[Fe]. The reactants are [CH3:1][O:2][C:3]([C:5]1[CH:6]=[C:7]([Cl:26])[CH:8]=[C:9]2[C:14]=1[NH:13][CH:12]([C:15]1[CH:20]=[CH:19][CH:18]=[C:17]([N+:21]([O-])=O)[CH:16]=1)[C:11]([CH3:25])([CH3:24])[CH2:10]2)=[O:4]. The yield is 0.860. (3) The reactants are [CH2:1]([O:3][C:4]1[CH:5]=[C:6]([CH:12]([N:17]2[C:21](=[O:22])[C:20]3=[C:23]([F:28])[CH:24]=[CH:25][C:26]([F:27])=[C:19]3[C:18]2=[O:29])[CH2:13][C:14](O)=[O:15])[CH:7]=[CH:8][C:9]=1[O:10][CH3:11])[CH3:2].C(N1C=CN=C1)(N1C=CN=C1)=O.Cl.[NH2:43][OH:44]. The catalyst is O1CCCC1. The product is [CH2:1]([O:3][C:4]1[CH:5]=[C:6]([CH:12]([N:17]2[C:21](=[O:22])[C:20]3=[C:23]([F:28])[CH:24]=[CH:25][C:26]([F:27])=[C:19]3[C:18]2=[O:29])[CH2:13][C:14]([NH:43][OH:44])=[O:15])[CH:7]=[CH:8][C:9]=1[O:10][CH3:11])[CH3:2]. The yield is 0.570. (4) The reactants are [CH:1]([C:3]1[CH:4]=[C:5]([CH:13]=[CH:14][CH:15]=1)[O:6][CH2:7][C:8]([O:10]CC)=[O:9])=[O:2].[OH-].[Na+].Cl. The catalyst is CO. The product is [CH:1]([C:3]1[CH:4]=[C:5]([CH:13]=[CH:14][CH:15]=1)[O:6][CH2:7][C:8]([OH:10])=[O:9])=[O:2]. The yield is 0.490. (5) The reactants are Cl.[F:2][C:3]1[CH:4]=[C:5]([P:11](=[O:18])([O:15]CC)[O:12]CC)[CH:6]=[C:7]([F:10])[C:8]=1[F:9]. The product is [F:2][C:3]1[CH:4]=[C:5]([P:11](=[O:12])([OH:18])[OH:15])[CH:6]=[C:7]([F:10])[C:8]=1[F:9]. No catalyst specified. The yield is 0.760. (6) The reactants are [Cl:1][C:2]1[CH:3]=[C:4]([C@:8]([C@@H:16]2[CH2:21][CH2:20][CH2:19][N:18](C(OC(C)(C)C)=O)[CH2:17]2)([OH:15])[CH2:9][CH2:10][CH2:11][CH2:12][O:13][CH3:14])[CH:5]=[CH:6][CH:7]=1.C([O-])([O-])=O.[Na+].[Na+]. The catalyst is C(O)(C(F)(F)F)=O.C(Cl)Cl. The product is [Cl:1][C:2]1[CH:3]=[C:4]([C@:8]([C@@H:16]2[CH2:21][CH2:20][CH2:19][NH:18][CH2:17]2)([OH:15])[CH2:9][CH2:10][CH2:11][CH2:12][O:13][CH3:14])[CH:5]=[CH:6][CH:7]=1. The yield is 0.970. (7) The reactants are CC1(C)C(C)(C)OB([C:9]2[CH:10]=[CH:11][C:12]3[C:13]4[CH:21]=[N:20][N:19](C(=O)C)[C:14]=4[N:15]=[CH:16][C:17]=3[CH:18]=2)O1.Br[C:27]1[C:28]([F:41])=[C:29]([NH:34][S:35]([CH2:38][CH2:39][CH3:40])(=[O:37])=[O:36])[CH:30]=[CH:31][C:32]=1[F:33].C([O-])([O-])=O.[Na+].[Na+]. The catalyst is CN(C=O)C.C1C=CC(P(C2C=CC=CC=2)[C-]2C=CC=C2)=CC=1.C1C=CC(P(C2C=CC=CC=2)[C-]2C=CC=C2)=CC=1.Cl[Pd]Cl.[Fe+2]. The product is [F:41][C:28]1[C:27]([C:9]2[CH:10]=[CH:11][C:12]3[C:13]4[CH:21]=[N:20][NH:19][C:14]=4[N:15]=[CH:16][C:17]=3[CH:18]=2)=[C:32]([F:33])[CH:31]=[CH:30][C:29]=1[NH:34][S:35]([CH2:38][CH2:39][CH3:40])(=[O:37])=[O:36]. The yield is 0.180. (8) The reactants are [CH3:1][O:2][C:3]1[CH:4]=[C:5]([CH:11]([OH:27])[C@@H:12]2[C@:21]3([CH3:22])[C@H:16]([C:17]([CH3:24])([CH3:23])[CH2:18][CH2:19][CH2:20]3)[CH2:15][CH2:14][C@@:13]2([CH3:26])[OH:25])[CH:6]=[C:7]([O:9][CH3:10])[CH:8]=1.C1C=C[NH+]=CC=1.[O-][Cr](Cl)(=O)=O. The catalyst is C(Cl)Cl. The product is [CH3:10][O:9][C:7]1[CH:6]=[C:5]([C:11]([C@@H:12]2[C@:21]3([CH3:22])[C@H:16]([C:17]([CH3:24])([CH3:23])[CH2:18][CH2:19][CH2:20]3)[CH2:15][CH2:14][C@@:13]2([CH3:26])[OH:25])=[O:27])[CH:4]=[C:3]([O:2][CH3:1])[CH:8]=1. The yield is 0.650. (9) The reactants are [CH3:1][O:2][C:3]1[CH:4]=[C:5]2[C:10](=[CH:11][C:12]=1[O:13][CH3:14])[N:9]=[CH:8][CH:7]=[C:6]2[O:15][C:16]1[CH:22]=[CH:21][C:19]([NH2:20])=[C:18]([CH3:23])[C:17]=1[CH3:24].Cl[C:26](Cl)([O:28][C:29](=[O:35])OC(Cl)(Cl)Cl)Cl.[CH:37]1(CO)[CH2:43][CH2:42][CH2:41][CH2:40][CH2:39][CH2:38]1.C(=O)(O)[O-].[Na+]. The catalyst is C(Cl)Cl.C(N(CC)CC)C.C1(C)C=CC=CC=1. The product is [CH3:1][O:2][C:3]1[CH:4]=[C:5]2[C:10](=[CH:11][C:12]=1[O:13][CH3:14])[N:9]=[CH:8][CH:7]=[C:6]2[O:15][C:16]1[CH:22]=[CH:21][C:19]([NH:20][C:29](=[O:35])[O:28][CH2:26][CH:37]2[CH2:43][CH2:42][CH2:41][CH2:40][CH2:39][CH2:38]2)=[C:18]([CH3:23])[C:17]=1[CH3:24]. The yield is 1.00.